Dataset: Forward reaction prediction with 1.9M reactions from USPTO patents (1976-2016). Task: Predict the product of the given reaction. Given the reactants [CH:1]([C:3]1[O:7][N:6]=[C:5]([C:8]2[CH:13]=[CH:12][CH:11]=[CH:10][N:9]=2)[CH:4]=1)=[O:2].[CH3:14][Mg]I, predict the reaction product. The product is: [OH:2][CH:1]([C:3]1[O:7][N:6]=[C:5]([C:8]2[CH:13]=[CH:12][CH:11]=[CH:10][N:9]=2)[CH:4]=1)[CH3:14].